Dataset: Catalyst prediction with 721,799 reactions and 888 catalyst types from USPTO. Task: Predict which catalyst facilitates the given reaction. (1) Reactant: Br[C:2]1[CH:7]=[CH:6][C:5]([N:8]2[C:12]([C:13]3[CH:18]=[CH:17][N:16]=[CH:15]N=3)=[CH:11][CH:10]=[N:9]2)=[CH:4][CH:3]=1.[C:19]([Si:21]([CH3:24])([CH3:23])[CH3:22])#[CH:20].O.[CH3:26]CN(CC)CC.O1CCOCC1. Product: [CH3:22][Si:21]([C:19]#[C:20][C:2]1[CH:3]=[CH:4][C:5]([N:8]2[C:12]([C:13]3[CH:18]=[CH:17][N:16]=[CH:15][CH:26]=3)=[CH:11][CH:10]=[N:9]2)=[CH:6][CH:7]=1)([CH3:24])[CH3:23]. The catalyst class is: 778. (2) The catalyst class is: 72. Product: [CH2:12]([S:3][C:2]1[N:4]=[C:5]([OH:6])[CH:7]=[C:8]([OH:9])[N:1]=1)[CH2:13][CH3:14]. Reactant: [NH:1]1[C:8](=[O:9])[CH2:7][C:5](=[O:6])[NH:4][C:2]1=[S:3].[OH-].[Na+].[CH2:12](I)[CH2:13][CH3:14].Cl. (3) Reactant: Cl.[NH2:2][C@H:3]1[CH2:10][CH2:9][CH2:8][NH:7][C:5](=[O:6])[CH2:4]1.C([O-])([O-])=O.[Na+].[Na+].[C:17](Cl)(=[O:28])[CH2:18][CH2:19][CH2:20][CH2:21][CH2:22][CH2:23][CH2:24][CH2:25][CH2:26][CH3:27]. Product: [C:17]([NH:2][C@H:3]1[CH2:10][CH2:9][CH2:8][NH:7][C:5](=[O:6])[CH2:4]1)(=[O:28])[CH2:18][CH2:19][CH2:20][CH2:21][CH2:22][CH2:23][CH2:24][CH2:25][CH2:26][CH3:27]. The catalyst class is: 229. (4) Reactant: [CH2:1]([C:3]1[C:8]([C:9]2[S:10][C:11]([C:14]3[CH:19]=[CH:18][C:17]([O:20][CH:21]([CH3:23])[CH3:22])=[C:16]([C:24]([F:27])([F:26])[F:25])[CH:15]=3)=[N:12][N:13]=2)=[CH:7][CH:6]=[CH:5][C:4]=1[CH2:28][N:29]1[CH2:34][CH2:33][CH:32]([C:35]([O:37]CC)=[O:36])[CH2:31][CH2:30]1)[CH3:2].[OH-].[Na+].Cl. Product: [CH2:1]([C:3]1[C:8]([C:9]2[S:10][C:11]([C:14]3[CH:19]=[CH:18][C:17]([O:20][CH:21]([CH3:23])[CH3:22])=[C:16]([C:24]([F:27])([F:26])[F:25])[CH:15]=3)=[N:12][N:13]=2)=[CH:7][CH:6]=[CH:5][C:4]=1[CH2:28][N:29]1[CH2:30][CH2:31][CH:32]([C:35]([OH:37])=[O:36])[CH2:33][CH2:34]1)[CH3:2]. The catalyst class is: 252. (5) Reactant: [Cl-].[Cl-].C([Al+2])C.[C:6]([O:10][CH3:11])(=[O:9])[C:7]#[CH:8].[C:12]([O:15][C@@H:16]1[CH2:34][CH2:33][C@@:32]2([CH3:35])[C@H:18]([CH2:19][CH2:20][C@@H:21]3[C:31]2=[CH:30][CH2:29][C@@:28]2([CH3:36])[C@H:22]3[CH2:23][CH2:24]/[C:25]/2=[CH:26]/[CH3:27])[CH2:17]1)(=[O:14])[CH3:13].O. Product: [C:12]([O:15][C@@H:16]1[CH2:34][CH2:33][C@@:32]2([CH3:35])[C@H:18]([CH2:19][CH2:20][C@@H:21]3[C:31]2=[CH:30][CH2:29][C@@:28]2([CH3:36])[C@H:22]3[CH2:23][CH:24]=[C:25]2[C@H:26]([CH3:27])/[CH:8]=[CH:7]/[C:6]([O:10][CH3:11])=[O:9])[CH2:17]1)(=[O:14])[CH3:13]. The catalyst class is: 2.